From a dataset of Catalyst prediction with 721,799 reactions and 888 catalyst types from USPTO. Predict which catalyst facilitates the given reaction. (1) Reactant: [C:1]([C:3]([C:6]1[CH:7]=[C:8]([CH:13]=[C:14]([C:16]#[C:17][CH2:18]O)[CH:15]=1)[C:9]([O:11][CH3:12])=[O:10])([CH3:5])[CH3:4])#[N:2]. Product: [CH2:16]([C:14]1[CH:13]=[C:8]([CH:7]=[C:6]([C:3]([C:1]#[N:2])([CH3:5])[CH3:4])[CH:15]=1)[C:9]([O:11][CH3:12])=[O:10])[CH2:17][CH3:18]. The catalyst class is: 19. (2) Reactant: [CH:1]1([CH2:6][C@@H:7]([C:13]([NH:15][NH:16][C:17]2[C:22]([F:23])=[C:21]([N:24]3[CH2:33][CH2:32][N:31]4[C@H:26]([CH2:27][O:28][CH2:29][CH2:30]4)[CH2:25]3)[N:20]=[C:19]([CH3:34])[N:18]=2)=[O:14])[CH2:8][N:9]([OH:12])[CH:10]=[O:11])[CH2:5][CH2:4][CH2:3][CH2:2]1.[CH3:35][S:36]([OH:39])(=[O:38])=[O:37]. Product: [CH3:35][S:36]([OH:39])(=[O:38])=[O:37].[CH:1]1([CH2:6][C@@H:7]([C:13]([NH:15][NH:16][C:17]2[C:22]([F:23])=[C:21]([N:24]3[CH2:33][CH2:32][N:31]4[C@H:26]([CH2:27][O:28][CH2:29][CH2:30]4)[CH2:25]3)[N:20]=[C:19]([CH3:34])[N:18]=2)=[O:14])[CH2:8][N:9]([OH:12])[CH:10]=[O:11])[CH2:5][CH2:4][CH2:3][CH2:2]1. The catalyst class is: 259.